From a dataset of Reaction yield outcomes from USPTO patents with 853,638 reactions. Predict the reaction yield, written as a fraction of the theoretical maximum amount of product (1.0 means a 100% yield; for example, 0.34 means a 34% yield). The reactants are [CH:1]([C:3]1[CH:11]=[CH:10][C:6]([C:7]([OH:9])=O)=[CH:5][CH:4]=1)=[O:2].[CH2:12]([N:14](CC)[CH2:15][CH3:16])[CH3:13].C(OC(Cl)=O)C(C)C.C(NCC)C. The catalyst is C1COCC1. The product is [CH2:12]([N:14]([CH2:15][CH3:16])[C:7](=[O:9])[C:6]1[CH:5]=[CH:4][C:3]([CH:1]=[O:2])=[CH:11][CH:10]=1)[CH3:13]. The yield is 0.500.